Dataset: Forward reaction prediction with 1.9M reactions from USPTO patents (1976-2016). Task: Predict the product of the given reaction. Given the reactants F[C:2]1[CH:7]=[CH:6][C:5]([N+:8]([O-:10])=[O:9])=[CH:4][C:3]=1[F:11].C([O-])([O-])=O.[K+].[K+].[NH:18]1[CH:22]=[CH:21][CH:20]=[N:19]1.CS(C)=O, predict the reaction product. The product is: [F:11][C:3]1[CH:4]=[C:5]([N+:8]([O-:10])=[O:9])[CH:6]=[CH:7][C:2]=1[N:18]1[CH:22]=[CH:21][CH:20]=[N:19]1.